Dataset: Forward reaction prediction with 1.9M reactions from USPTO patents (1976-2016). Task: Predict the product of the given reaction. (1) Given the reactants [F:1][C:2]1[CH:19]=[CH:18][C:17]([N+:20]([O-:22])=[O:21])=[CH:16][C:3]=1[NH:4][CH:5]=[C:6]1[C:11](=[O:12])OC(C)(C)OC1=O.C(=O)=O.CCCC(C)C, predict the reaction product. The product is: [F:1][C:2]1[CH:19]=[CH:18][C:17]([N+:20]([O-:22])=[O:21])=[C:16]2[C:3]=1[NH:4][CH:5]=[CH:6][C:11]2=[O:12]. (2) The product is: [CH2:1]([O:9][C:10]1[CH:11]=[C:12]([CH:15]=[CH:16][C:17]=1[N+:18]([O-:20])=[O:19])[CH:13]=[O:14])[C:2]1[CH:7]=[CH:6][CH:5]=[CH:4][CH:3]=1. Given the reactants [CH2:1](Br)[C:2]1[CH:7]=[CH:6][CH:5]=[CH:4][CH:3]=1.[OH:9][C:10]1[CH:11]=[C:12]([CH:15]=[CH:16][C:17]=1[N+:18]([O-:20])=[O:19])[CH:13]=[O:14].C([O-])([O-])=O.[K+].[K+], predict the reaction product. (3) The product is: [NH2:37][C@H:17]([CH2:18][O:19][Si:20]([C:33]([CH3:36])([CH3:35])[CH3:34])([C:21]1[CH:26]=[CH:25][CH:24]=[CH:23][CH:22]=1)[C:27]1[CH:32]=[CH:31][CH:30]=[CH:29][CH:28]=1)[CH2:16][CH2:15][C:10]1[CH:11]=[CH:12][CH:13]=[CH:14][C:9]=1[NH:8][C:6](=[O:7])[C@H:5]([CH:45]([C:52]1[CH:53]=[CH:54][CH:55]=[CH:56][CH:57]=1)[C:46]1[CH:51]=[CH:50][CH:49]=[CH:48][CH:47]=1)[NH:4][C:3]([O:2][CH3:1])=[O:58]. Given the reactants [CH3:1][O:2][C:3](=[O:58])[NH:4][C@@H:5]([CH:45]([C:52]1[CH:57]=[CH:56][CH:55]=[CH:54][CH:53]=1)[C:46]1[CH:51]=[CH:50][CH:49]=[CH:48][CH:47]=1)[C:6]([NH:8][C:9]1[CH:14]=[CH:13][CH:12]=[CH:11][C:10]=1[CH2:15][CH2:16][C@H:17]([NH:37]C(OC(C)(C)C)=O)[CH2:18][O:19][Si:20]([C:33]([CH3:36])([CH3:35])[CH3:34])([C:27]1[CH:32]=[CH:31][CH:30]=[CH:29][CH:28]=1)[C:21]1[CH:26]=[CH:25][CH:24]=[CH:23][CH:22]=1)=[O:7].C(O)(C(F)(F)F)=O, predict the reaction product. (4) Given the reactants C(N([P:8]([N:12]([CH:16]([CH3:18])[CH3:17])[CH:13]([CH3:15])[CH3:14])(Cl)([O-:10])[O-:9])C(C)C)(C)C.[C:19]([NH:24][C:25]1[NH:26][C:27](=[O:65])[C:28]2[N:29]=[CH:30][N:31]([C:63]=2[N:64]=1)[C@@H:32]1[O:62][C@H:36]([CH2:37][O:38][C:39]([C:56]2[CH:61]=[CH:60][CH:59]=[CH:58][CH:57]=2)([C:48]2[CH:53]=[CH:52][C:51]([O:54][CH3:55])=[CH:50][CH:49]=2)[C:40]2[CH:45]=[CH:44][C:43]([O:46][CH3:47])=[CH:42][CH:41]=2)[C@@H:34]([OH:35])[CH2:33]1)(=[O:23])[CH:20]([CH3:22])[CH3:21].C(N(C(C)C)C(C)C)C.[C:75]([O:78][C@@H:79]1[C@@H:89]([O:90][C:91](=[O:93])[CH3:92])[C@H:88]([O:94][C:95](=[O:97])[CH3:96])[C@@H:87]([CH2:98][O:99][C:100](=[O:102])[CH3:101])[O:86][C@H:80]1[O:81][CH2:82][CH2:83][CH2:84]O)(=[O:77])[CH3:76].N1C=NN=N1, predict the reaction product. The product is: [C:19]([NH:24][C:25]1[NH:26][C:27](=[O:65])[C:28]2[N:29]=[CH:30][N:31]([C:63]=2[N:64]=1)[C@@H:32]1[O:62][C@H:36]([CH2:37][O:38][C:39]([C:56]2[CH:61]=[CH:60][CH:59]=[CH:58][CH:57]=2)([C:48]2[CH:53]=[CH:52][C:51]([O:54][CH3:55])=[CH:50][CH:49]=2)[C:40]2[CH:41]=[CH:42][C:43]([O:46][CH3:47])=[CH:44][CH:45]=2)[C@@H:34]([O:35][P:8]([N:12]([CH:13]([CH3:14])[CH3:15])[CH:16]([CH3:17])[CH3:18])([O:9][CH2:84][CH2:83][CH2:82][O:81][C@@H:80]2[O:86][C@H:87]([CH2:98][O:99][C:100](=[O:102])[CH3:101])[C@@H:88]([O:94][C:95](=[O:97])[CH3:96])[C@H:89]([O:90][C:91](=[O:93])[CH3:92])[C@H:79]2[O:78][C:75](=[O:77])[CH3:76])=[O:10])[CH2:33]1)(=[O:23])[CH:20]([CH3:22])[CH3:21]. (5) Given the reactants ClC1NC=CN=1.C(O)(C(F)(F)F)=O.Cl[C:15]1[N:16]=[C:17]([C@@H:59]2[CH2:64][C@@H:63]3[C@@H:61]([CH2:62]3)[N:60]2[C:65](=[O:78])[C@@H:66]([NH:73][C:74](=[O:77])[O:75][CH3:76])[CH:67]2[CH2:72][CH2:71][O:70][CH2:69][CH2:68]2)[NH:18][C:19]=1[C:20]1[CH:29]=[CH:28][C:27]2[C:22](=[CH:23][CH:24]=[C:25]([C:30]3[CH:35]=[CH:34][C:33]([C:36]4[NH:40][C:39]([C@@H:41]5[CH2:46][C@@H:45]6[C@@H:43]([CH2:44]6)[N:42]5[C:47](=[O:57])[C@@H:48]([NH:52][C:53]([O:55][CH3:56])=[O:54])[CH:49]([CH3:51])[CH3:50])=[N:38][C:37]=4[Cl:58])=[CH:32][CH:31]=3)[CH:26]=2)[CH:21]=1, predict the reaction product. The product is: [C:53](=[O:54])([O-:55])[NH2:52].[Cl:58][C:37]1[N:38]=[C:39]([C@@H:41]2[CH2:46][C@@H:45]3[C@@H:43]([CH2:44]3)[N:42]2[C:47]([C@@H:48]([NH:52][C:53](=[O:54])[O:55][CH3:56])[CH:49]([CH3:50])[CH3:51])=[O:57])[NH:40][C:36]=1[C:33]1[CH:34]=[CH:35][C:30]([C:25]2[CH:24]=[CH:23][C:22]3[C:27](=[CH:28][CH:29]=[C:20]([C:19]4[N:18]=[C:17]([C@@H:59]5[CH2:64][C@@H:63]6[C@@H:61]([CH2:62]6)[N:60]5[C:65](=[O:78])[C@@H:66]([NH:73][C:74]([O:75][CH3:76])=[O:77])[CH:67]5[CH2:68][CH2:69][O:70][CH2:71][CH2:72]5)[NH:16][CH:15]=4)[CH:21]=3)[CH:26]=2)=[CH:31][CH:32]=1. (6) The product is: [C:1]12([CH2:11][N:16]3[CH:15]=[C:14]([Cl:13])[CH:18]=[N:17]3)[CH2:8][CH:7]3[CH2:6][CH:5]([CH2:4][CH:3]([CH2:9]3)[O:26]1)[CH2:10]2. Given the reactants [C:1]12([CH2:11]O)[CH2:10][CH:5]3[CH2:6][CH:7]([CH2:9][CH:3]([CH2:4]3)C1)[CH2:8]2.[Cl:13][C:14]1[CH:15]=[N:16][NH:17][CH:18]=1.CC1C(B2OC(C)(C)C(C)(C)[O:26]2)=C(C)NN=1, predict the reaction product.